The task is: Predict the reaction yield, written as a fraction of the theoretical maximum amount of product (1.0 means a 100% yield; for example, 0.34 means a 34% yield).. This data is from Reaction yield outcomes from USPTO patents with 853,638 reactions. (1) The reactants are [C:1]([O:5][C:6]([NH:8][C:9]1[O:17][C:16]2[C:11](=[N:12][CH:13]=[C:14]([CH:18]3[CH2:20][CH2:19]3)[CH:15]=2)[C:10]=1[C:21]([O:23]CC)=[O:22])=[O:7])([CH3:4])([CH3:3])[CH3:2].O[Li].O. The catalyst is C1COCC1.O.CO. The product is [C:1]([O:5][C:6]([NH:8][C:9]1[O:17][C:16]2[C:11](=[N:12][CH:13]=[C:14]([CH:18]3[CH2:19][CH2:20]3)[CH:15]=2)[C:10]=1[C:21]([OH:23])=[O:22])=[O:7])([CH3:4])([CH3:2])[CH3:3]. The yield is 0.710. (2) The reactants are [CH3:1][C:2]1[C:3]([C:11]2[CH:16]=[CH:15][C:14]([C:17]([F:20])([F:19])[F:18])=[CH:13][CH:12]=2)=[N:4][CH:5]=[C:6]([N+:8]([O-])=O)[CH:7]=1.[H][H]. The catalyst is C(O)C.[Pd]. The product is [CH3:1][C:2]1[CH:7]=[C:6]([NH2:8])[CH:5]=[N:4][C:3]=1[C:11]1[CH:12]=[CH:13][C:14]([C:17]([F:20])([F:18])[F:19])=[CH:15][CH:16]=1. The yield is 0.990. (3) The reactants are [C:1]([C:4]1[C:5]([O:24][CH3:25])=[C:6]([CH:13]2[CH2:16][N:15]([C:17]([O:19][C:20]([CH3:23])([CH3:22])[CH3:21])=[O:18])[CH2:14]2)[C:7]([C:11]#[N:12])=[C:8]([CH3:10])[CH:9]=1)(=[O:3])[CH3:2].[BH4-].[Na+]. The catalyst is CO.C(OCC)(=O)C.O. The product is [C:11]([C:7]1[C:8]([CH3:10])=[CH:9][C:4]([CH:1]([OH:3])[CH3:2])=[C:5]([O:24][CH3:25])[C:6]=1[CH:13]1[CH2:14][N:15]([C:17]([O:19][C:20]([CH3:21])([CH3:23])[CH3:22])=[O:18])[CH2:16]1)#[N:12]. The yield is 0.990. (4) The reactants are C(OC([N:8]1[CH2:13][CH2:12][CH:11]([CH2:14][O:15][C:16]2[CH:25]=[C:24]3[C:19]([C:20](=[O:34])[N:21]([CH2:26][O:27][C:28](=[O:33])[C:29]([CH3:32])([CH3:31])[CH3:30])[CH:22]=[N:23]3)=[CH:18][C:17]=2[O:35][CH3:36])[CH2:10][CH2:9]1)=O)(C)(C)C.C(O)(C(F)(F)F)=O. The catalyst is C(Cl)Cl. The product is [CH3:36][O:35][C:17]1[CH:18]=[C:19]2[C:24](=[CH:25][C:16]=1[O:15][CH2:14][CH:11]1[CH2:10][CH2:9][NH:8][CH2:13][CH2:12]1)[N:23]=[CH:22][N:21]([CH2:26][O:27][C:28](=[O:33])[C:29]([CH3:30])([CH3:31])[CH3:32])[C:20]2=[O:34]. The yield is 0.920. (5) The reactants are [CH2:1]([S:3]([N:6]1[CH2:11][CH2:10][CH:9]([C:12]2[C:20]3[C:15](=[C:16]([C:31]([NH2:33])=[O:32])[CH:17]=[C:18]([C:21]4[CH:26]=[CH:25][C:24]([CH:27]=[N:28][O:29][CH3:30])=[CH:23][CH:22]=4)[CH:19]=3)[NH:14][CH:13]=2)[CH2:8][CH2:7]1)(=[O:5])=[O:4])[CH3:2].Cl.C([BH3-])#N.[Na+]. The catalyst is C(Cl)Cl.CO.O1CCOCC1. The product is [CH2:1]([S:3]([N:6]1[CH2:7][CH2:8][CH:9]([C:12]2[C:20]3[C:15](=[C:16]([C:31]([NH2:33])=[O:32])[CH:17]=[C:18]([C:21]4[CH:26]=[CH:25][C:24]([CH2:27][NH:28][O:29][CH3:30])=[CH:23][CH:22]=4)[CH:19]=3)[NH:14][CH:13]=2)[CH2:10][CH2:11]1)(=[O:5])=[O:4])[CH3:2]. The yield is 0.700. (6) The reactants are [Cl:1][C:2]1[CH:3]=[N:4][N:5]([CH3:16])[C:6]=1[C:7]1[CH:8]=[C:9]([C:13]([OH:15])=O)[S:10][C:11]=1[CH3:12].C(N(CC)C(C)C)(C)C.[NH2:26][C@@H:27]([CH2:40][CH:41]1[CH2:46][CH2:45][CH2:44][CH2:43][CH2:42]1)[CH2:28][N:29]1[C:37](=[O:38])[C:36]2[C:31](=[CH:32][CH:33]=[CH:34][CH:35]=2)[C:30]1=[O:39].CC(OC(N[C@H](C(O)=O)CC1C=CC=CC=1C(F)(F)F)=O)(C)C.F[P-](F)(F)(F)(F)F.Br[P+](N1CCCC1)(N1CCCC1)N1CCCC1. The catalyst is C(Cl)Cl. The product is [Cl:1][C:2]1[CH:3]=[N:4][N:5]([CH3:16])[C:6]=1[C:7]1[CH:8]=[C:9]([C:13]([NH:26][C@H:27]([CH2:28][N:29]2[C:37](=[O:38])[C:36]3[C:31](=[CH:32][CH:33]=[CH:34][CH:35]=3)[C:30]2=[O:39])[CH2:40][CH:41]2[CH2:46][CH2:45][CH2:44][CH2:43][CH2:42]2)=[O:15])[S:10][C:11]=1[CH3:12]. The yield is 0.710.